From a dataset of Catalyst prediction with 721,799 reactions and 888 catalyst types from USPTO. Predict which catalyst facilitates the given reaction. (1) Reactant: [N:1]1[C:10]2[C:5](=[CH:6][C:7]([C:11]([OH:13])=O)=[CH:8][CH:9]=2)[CH:4]=[CH:3][CH:2]=1.C1(N=C=NC2CCCCC2)CCCCC1.[CH2:29]([O:36][C:37]1[CH:44]=[CH:43][C:40]([CH2:41][NH2:42])=[CH:39][CH:38]=1)[C:30]1[CH:35]=[CH:34][CH:33]=[CH:32][CH:31]=1.N1C2C(=NC=CC=2)C=C1. Product: [CH2:29]([O:36][C:37]1[CH:38]=[CH:39][C:40]([CH2:41][NH:42][C:11]([C:7]2[CH:6]=[C:5]3[C:10](=[CH:9][CH:8]=2)[N:1]=[CH:2][CH:3]=[CH:4]3)=[O:13])=[CH:43][CH:44]=1)[C:30]1[CH:31]=[CH:32][CH:33]=[CH:34][CH:35]=1. The catalyst class is: 7. (2) Reactant: [Cl:1][C:2]1[CH:27]=[CH:26][C:5]2[N:6]3[C:10]([CH2:11][N:12]([CH3:14])[CH2:13][C:4]=2[CH:3]=1)=[N:9][N:8]=[C:7]3[C@H:15]1[CH2:20][CH2:19][C@H:18]([O:21][CH:22]([CH3:25])[CH2:23]O)[CH2:17][CH2:16]1.COCCN(S(F)(F)[F:38])CCOC. Product: [Cl:1][C:2]1[CH:27]=[CH:26][C:5]2[N:6]3[C:10]([CH2:11][N:12]([CH3:14])[CH2:13][C:4]=2[CH:3]=1)=[N:9][N:8]=[C:7]3[C@H:15]1[CH2:20][CH2:19][C@H:18]([O:21][CH:22]([CH3:25])[CH2:23][F:38])[CH2:17][CH2:16]1. The catalyst class is: 4. (3) Reactant: [F:1][C:2]([F:18])([F:17])[C:3]1[C:12]2[C:7](=[CH:8][CH:9]=[C:10]([N+:13]([O-])=O)[CH:11]=2)[NH:6][C:5](=[O:16])[CH:4]=1.[F-].[Cs+].I[CH:22]([CH3:24])[CH3:23]. Product: [NH2:13][C:10]1[CH:11]=[C:12]2[C:7](=[CH:8][CH:9]=1)[N:6]=[C:5]([O:16][CH:22]([CH3:24])[CH3:23])[CH:4]=[C:3]2[C:2]([F:18])([F:17])[F:1]. The catalyst class is: 3. (4) Reactant: [NH2:1][C:2]1[C:3]2[CH2:9][N:8]([C:10]([O:12][C:13]([CH3:16])([CH3:15])[CH3:14])=[O:11])[C:7]([CH3:18])([CH3:17])[C:4]=2[NH:5][N:6]=1.C(N(C(C)C)CC)(C)C.[CH3:28][Si:29]([CH3:36])([CH3:35])[CH2:30][CH2:31][O:32][CH2:33]Cl. Product: [NH2:1][C:2]1[C:3]2[CH2:9][N:8]([C:10]([O:12][C:13]([CH3:16])([CH3:15])[CH3:14])=[O:11])[C:7]([CH3:18])([CH3:17])[C:4]=2[N:5]([CH2:33][O:32][CH2:31][CH2:30][Si:29]([CH3:36])([CH3:35])[CH3:28])[N:6]=1. The catalyst class is: 4. (5) Reactant: [Si]([O:18][CH2:19][C:20]1([C:23]2[N:33]=[C:26]3[C:27]([O:31][CH3:32])=[CH:28][CH:29]=[CH:30][N:25]3[N:24]=2)[CH2:22][CH2:21]1)(C(C)(C)C)(C1C=CC=CC=1)C1C=CC=CC=1.CCCC[N+](CCCC)(CCCC)CCCC.[F-]. Product: [CH3:32][O:31][C:27]1[C:26]2[N:25]([N:24]=[C:23]([C:20]3([CH2:19][OH:18])[CH2:22][CH2:21]3)[N:33]=2)[CH:30]=[CH:29][CH:28]=1. The catalyst class is: 20.